This data is from Full USPTO retrosynthesis dataset with 1.9M reactions from patents (1976-2016). The task is: Predict the reactants needed to synthesize the given product. (1) Given the product [C:4]([NH:6][C@H:7]([C:11]([OH:12])=[O:1])[CH2:8][CH2:9][SH:10])(=[O:5])[CH3:3], predict the reactants needed to synthesize it. The reactants are: [OH-:1].[Na+].[CH3:3][C:4]([NH:6][CH:7]1[C:11](=[O:12])[S:10][CH2:9][CH2:8]1)=[O:5]. (2) Given the product [CH2:9]=[CH:10][C:11]1[CH:16]=[CH:15][CH:14]=[CH:13][CH:12]=1.[CH2:22]=[CH:23][C:24](=[CH2:25])[CH3:26].[CH2:9]=[CH:10][C:11]1[CH:16]=[CH:15][CH:14]=[CH:13][CH:12]=1, predict the reactants needed to synthesize it. The reactants are: CN(CCN(C)C)C.[CH2:9]=[CH:10][C:11]1[CH:16]=[CH:15][CH:14]=[CH:13][CH:12]=1.C([Li])CCC.[CH2:22]=[CH:23][C:24](=[CH2:26])[CH3:25].CO[Si](OC)(OC)OC. (3) Given the product [O:3]1[C:7]2[CH:8]=[CH:9][C:10]([C:12]3([CH2:18][CH2:19][N:20]4[C@H:25]5[CH2:26][CH2:27][C@@H:21]4[CH2:22][CH:23]([N:28]4[C:32]6[CH:33]=[CH:34][CH:35]=[CH:36][C:31]=6[N:30]=[C:29]4[CH3:37])[CH2:24]5)[CH2:13][CH2:14][N:15]([C:47](=[O:48])[C:46]([CH3:51])([CH3:50])[CH3:45])[CH2:16][CH2:17]3)=[CH:11][C:6]=2[O:5][CH2:4]1, predict the reactants needed to synthesize it. The reactants are: Cl.Cl.[O:3]1[C:7]2[CH:8]=[CH:9][C:10]([C:12]3([CH2:18][CH2:19][N:20]4[CH:25]5[CH2:26][CH2:27][CH:21]4[CH2:22][CH:23]([N:28]4[C:32]6[CH:33]=[CH:34][CH:35]=[CH:36][C:31]=6[N:30]=[C:29]4[CH3:37])[CH2:24]5)[CH2:17][CH2:16][NH:15][CH2:14][CH2:13]3)=[CH:11][C:6]=2[O:5][CH2:4]1.C(N(CC)CC)C.[CH3:45][C:46]([CH3:51])([CH3:50])[C:47](Cl)=[O:48]. (4) Given the product [Cl:1][C:2]1[C:3]([C:17]2[CH:22]=[C:21]([Cl:23])[CH:20]=[CH:19][C:18]=2[C:24]#[N:25])=[CH:4][C:5](=[O:16])[N:6]([CH:8]([CH2:32][C@@H:33]2[CH2:38][CH2:37][CH2:36][CH2:35][O:34]2)[C:9]([O:11][C:12]([CH3:15])([CH3:14])[CH3:13])=[O:10])[CH:7]=1, predict the reactants needed to synthesize it. The reactants are: [Cl:1][C:2]1[C:3]([C:17]2[CH:22]=[C:21]([Cl:23])[CH:20]=[CH:19][C:18]=2[C:24]#[N:25])=[CH:4][C:5](=[O:16])[N:6]([CH2:8][C:9]([O:11][C:12]([CH3:15])([CH3:14])[CH3:13])=[O:10])[CH:7]=1.FC(F)(F)S(O[CH2:32][C@@H:33]1[CH2:38][CH2:37][CH2:36][CH2:35][O:34]1)(=O)=O. (5) Given the product [Cl:16][C:17]1[C:18]([C:19]([C:12]2[NH:13][CH:14]=[CH:15][C:11]=2[C:5]2[CH:6]=[CH:7][CH:8]=[CH:9][CH:10]=2)=[O:20])=[CH:22][CH:23]=[CH:24][N:25]=1, predict the reactants needed to synthesize it. The reactants are: [Cl-].[Al+3].[Cl-].[Cl-].[C:5]1([C:11]2[CH:15]=[CH:14][NH:13][CH:12]=2)[CH:10]=[CH:9][CH:8]=[CH:7][CH:6]=1.[Cl:16][C:17]1[N:25]=[CH:24][CH:23]=[CH:22][C:18]=1[C:19](Cl)=[O:20]. (6) The reactants are: [CH2:1]([C:15]1[CH:20]=[CH:19][C:18]([S:21](Cl)(=[O:23])=[O:22])=[CH:17][CH:16]=1)[CH2:2][CH2:3][CH2:4][CH2:5][CH2:6][CH2:7][CH2:8][CH2:9][CH2:10][CH2:11][CH2:12][CH2:13][CH3:14].[S:25]1[CH:29]=[N:28][N:27]=[C:26]1[NH2:30].Cl. Given the product [CH2:1]([C:15]1[CH:20]=[CH:19][C:18]([S:21]([NH:30][C:26]2[S:25][CH:29]=[N:28][N:27]=2)(=[O:23])=[O:22])=[CH:17][CH:16]=1)[CH2:2][CH2:3][CH2:4][CH2:5][CH2:6][CH2:7][CH2:8][CH2:9][CH2:10][CH2:11][CH2:12][CH2:13][CH3:14], predict the reactants needed to synthesize it. (7) Given the product [Cl:12][CH2:2][CH2:3][N:4]1[CH2:8][CH2:7][NH:6][C:5]1=[O:9], predict the reactants needed to synthesize it. The reactants are: O[CH2:2][CH2:3][N:4]1[CH2:8][CH2:7][NH:6][C:5]1=[O:9].S(Cl)([Cl:12])=O. (8) Given the product [C:12]([O:16][C:17]([N:19]1[CH2:24][CH2:23][C:22]([OH:25])([C:2]2[S:3][CH:4]=[CH:5][N:6]=2)[CH2:21][CH2:20]1)=[O:18])([CH3:15])([CH3:13])[CH3:14], predict the reactants needed to synthesize it. The reactants are: Br[C:2]1[S:3][CH:4]=[CH:5][N:6]=1.[Li]CCCC.[C:12]([O:16][C:17]([N:19]1[CH2:24][CH2:23][C:22](=[O:25])[CH2:21][CH2:20]1)=[O:18])([CH3:15])([CH3:14])[CH3:13].O. (9) Given the product [Cl:18][C:15]1[CH:16]=[CH:17][C:12]([C:6]2([CH2:4][OH:3])[CH2:11][CH2:10][NH:9][CH2:8][CH2:7]2)=[CH:13][CH:14]=1, predict the reactants needed to synthesize it. The reactants are: C([O:3][C:4]([C:6]1([C:12]2[CH:17]=[CH:16][C:15]([Cl:18])=[CH:14][CH:13]=2)[CH2:11][CH2:10][NH:9][CH2:8][CH2:7]1)=O)C.C([BH-](CC)CC)C.[Li+].O1CCCC1.Cl.